Dataset: Forward reaction prediction with 1.9M reactions from USPTO patents (1976-2016). Task: Predict the product of the given reaction. (1) Given the reactants [CH2:1]([O:9][C:10]1[CH:16]=[CH:15][C:13]([NH2:14])=[CH:12][CH:11]=1)[CH2:2][CH2:3][CH2:4][CH2:5][CH2:6][CH2:7][CH3:8].[S-:17][C:18]#[N:19].[K+].Br(O)(=O)=O, predict the reaction product. The product is: [CH2:1]([O:9][C:10]1[CH:16]=[CH:15][C:13]2[N:14]=[C:18]([NH2:19])[S:17][C:12]=2[CH:11]=1)[CH2:2][CH2:3][CH2:4][CH2:5][CH2:6][CH2:7][CH3:8]. (2) Given the reactants [CH3:1][C:2]1[C:6]([NH2:7])=[CH:5][N:4]([C:8]2[CH:9]=[N:10][CH:11]=[CH:12][CH:13]=2)[N:3]=1.[CH2:14]([N:16]=[C:17]=[O:18])[CH3:15], predict the reaction product. The product is: [CH2:14]([NH:16][C:17]([NH:7][C:6]1[C:2]([CH3:1])=[N:3][N:4]([C:8]2[CH:9]=[N:10][CH:11]=[CH:12][CH:13]=2)[CH:5]=1)=[O:18])[CH3:15]. (3) Given the reactants [C:1](O)(=O)[CH2:2][C:3](O)=O.[CH2:8]([SnH](CCCC)CCCC)[CH2:9]CC.N([C:28]([CH3:32])(C)[C:29]#[N:30])=N[C:28](C)([CH3:32])[C:29]#[N:30].[F-].[K+], predict the reaction product. The product is: [NH:30]1[C:29]2[C:3](=[CH:8][CH:9]=[CH:32][CH:28]=2)[CH:2]=[CH:1]1. (4) Given the reactants [Cl:1][C:2]1[CH:3]=[C:4]([C:8]2[C:16]3[C:15]([NH2:17])=[N:14][CH:13]=[N:12][C:11]=3[S:10][C:9]=2[CH3:18])[CH:5]=[CH:6][CH:7]=1.[N+:19]([O-])([OH:21])=[O:20].C([O-])([O-])=O.[Na+].[Na+], predict the reaction product. The product is: [Cl:1][C:2]1[CH:3]=[C:4]([C:8]2[C:16]3[C:15]([NH2:17])=[N:14][CH:13]=[N:12][C:11]=3[S:10][C:9]=2[CH3:18])[CH:5]=[CH:6][C:7]=1[N+:19]([O-:21])=[O:20]. (5) The product is: [Br:11][C:12]1[CH:21]=[C:20]([F:22])[CH:19]=[C:18]2[C:13]=1[CH:14]=[CH:15][C:16]([CH2:23][OH:24])=[CH:17]2. Given the reactants [H-].C([Al+]CC(C)C)C(C)C.[Br:11][C:12]1[CH:21]=[C:20]([F:22])[CH:19]=[C:18]2[C:13]=1[CH:14]=[CH:15][C:16]([C:23](OC)=[O:24])=[CH:17]2.Cl, predict the reaction product. (6) Given the reactants [OH:1][CH:2]1[CH2:5][N:4]([C:6]2[S:7][CH:8]=[C:9]([C:11](=[O:20])[NH:12][C@H:13]([CH2:18][OH:19])[CH2:14][CH:15]([CH3:17])[CH3:16])[N:10]=2)[CH2:3]1.[Si:21](Cl)([C:24]([CH3:27])([CH3:26])[CH3:25])([CH3:23])[CH3:22].N1C=CN=C1, predict the reaction product. The product is: [Si:21]([O:19][CH2:18][C@@H:13]([NH:12][C:11]([C:9]1[N:10]=[C:6]([N:4]2[CH2:5][CH:2]([OH:1])[CH2:3]2)[S:7][CH:8]=1)=[O:20])[CH2:14][CH:15]([CH3:17])[CH3:16])([C:24]([CH3:27])([CH3:26])[CH3:25])([CH3:23])[CH3:22].